This data is from Full USPTO retrosynthesis dataset with 1.9M reactions from patents (1976-2016). The task is: Predict the reactants needed to synthesize the given product. (1) Given the product [C:30]([NH:21][S:18]([CH2:17][CH:14]1[CH2:13][CH2:12][C:11]([S:8]([C:5]2[CH:6]=[CH:7][C:2]([Cl:1])=[CH:3][CH:4]=2)(=[O:9])=[O:10])([C:22]2[CH:27]=[C:26]([F:28])[CH:25]=[CH:24][C:23]=2[F:29])[CH2:16][CH2:15]1)(=[O:20])=[O:19])(=[O:32])[CH3:31], predict the reactants needed to synthesize it. The reactants are: [Cl:1][C:2]1[CH:7]=[CH:6][C:5]([S:8]([C:11]2([C:22]3[CH:27]=[C:26]([F:28])[CH:25]=[CH:24][C:23]=3[F:29])[CH2:16][CH2:15][CH:14]([CH2:17][S:18]([NH2:21])(=[O:20])=[O:19])[CH2:13][CH2:12]2)(=[O:10])=[O:9])=[CH:4][CH:3]=1.[C:30](O)(=[O:32])[CH3:31].CN(C1C=CC=CN=1)C.Cl.CN(C)CCCN=C=NCC. (2) Given the product [OH:15][CH2:14][CH2:13][C:11]1[N:10]([CH2:29][C:30]2[CH:37]=[CH:36][C:33]([C:34]#[N:35])=[CH:32][CH:31]=2)[CH:9]=[N:8][CH:12]=1, predict the reactants needed to synthesize it. The reactants are: C1(C(C2C=CC=CC=2)(C2C=CC=CC=2)[N:8]2[CH:12]=[C:11]([CH2:13][CH2:14][OH:15])[N:10]=[CH:9]2)C=CC=CC=1.Br[CH2:29][C:30]1[CH:37]=[CH:36][C:33]([C:34]#[N:35])=[CH:32][CH:31]=1. (3) Given the product [I:12][C:5]1[N:6]([CH3:11])[C:7]2[C:3]([N:4]=1)=[C:2]([NH:13][C@H:14]1[CH2:18][CH2:17][N:16]([C:19](=[O:22])[CH2:20][CH3:21])[CH2:15]1)[N:10]=[CH:9][N:8]=2, predict the reactants needed to synthesize it. The reactants are: Cl[C:2]1[N:10]=[CH:9][N:8]=[C:7]2[C:3]=1[N:4]=[C:5]([I:12])[N:6]2[CH3:11].[NH2:13][C@H:14]1[CH2:18][CH2:17][N:16]([C:19](=[O:22])[CH2:20][CH3:21])[CH2:15]1.CC(O)(C)C.CCN(C(C)C)C(C)C. (4) The reactants are: [Cl:1][C:2]1[CH:3]=[C:4]([NH:19][C:20]2[C:30]3[CH:29]=[C:28]([C:31]([OH:33])=O)[CH2:27][CH2:26][NH:25][C:24]=3[N:23]=[CH:22][N:21]=2)[CH:5]=[CH:6][C:7]=1[O:8][C:9]1[CH:14]=[CH:13][CH:12]=[C:11]([C:15]([F:18])([F:17])[F:16])[CH:10]=1.[OH:34]N1C2C=CC=CC=2N=N1.Cl.C(N=C=NCCCN(C)C)C.[CH2:56]([O:58][CH2:59][CH2:60][NH2:61])[CH3:57].CN(C)[CH:64]=[O:65]. Given the product [F:16][C:15]([F:18])([F:17])[C:64]([OH:65])=[O:34].[Cl:1][C:2]1[CH:3]=[C:4]([NH:19][C:20]2[C:30]3[CH:29]=[C:28]([C:31]([NH:61][CH2:60][CH2:59][O:58][CH2:56][CH3:57])=[O:33])[CH2:27][CH2:26][NH:25][C:24]=3[N:23]=[CH:22][N:21]=2)[CH:5]=[CH:6][C:7]=1[O:8][C:9]1[CH:14]=[CH:13][CH:12]=[C:11]([C:15]([F:18])([F:16])[F:17])[CH:10]=1, predict the reactants needed to synthesize it. (5) Given the product [NH:48]1[CH2:43][CH:44]([NH:49][C:26](=[O:28])[C:25]2[CH:29]=[C:30]([O:31][CH3:32])[C:22]([NH:21][C:19]3[N:18]=[CH:17][C:8]4[N:9]([CH3:16])[C:10](=[O:15])[C:11]([F:14])([F:13])[CH2:12][N:6]([CH:1]5[CH2:2][CH2:3][CH2:4][CH2:5]5)[C:7]=4[N:20]=3)=[CH:23][C:24]=2[F:33])[CH2:47]1, predict the reactants needed to synthesize it. The reactants are: [CH:1]1([N:6]2[CH2:12][C:11]([F:14])([F:13])[C:10](=[O:15])[N:9]([CH3:16])[C:8]3[CH:17]=[N:18][C:19]([NH:21][C:22]4[C:30]([O:31][CH3:32])=[CH:29][C:25]([C:26]([OH:28])=O)=[C:24]([F:33])[CH:23]=4)=[N:20][C:7]2=3)[CH2:5][CH2:4][CH2:3][CH2:2]1.CN(C(ON1N=[N:49][C:44]2C=C[CH:47]=[N:48][C:43]1=2)=[N+](C)C)C.F[P-](F)(F)(F)(F)F.NC1CN(C(OC(C)(C)C)=O)C1.